Task: Predict which catalyst facilitates the given reaction.. Dataset: Catalyst prediction with 721,799 reactions and 888 catalyst types from USPTO (1) Reactant: [C:1](=[O:37])([O:10][CH:11]([N:13]1[C:17]2[CH:18]=[CH:19][CH:20]=[CH:21][C:16]=2[N:15]=[C:14]1[S:22][CH2:23][C:24]1[C:29]([CH3:30])=[C:28]([O:31][CH2:32][C:33]([F:36])([F:35])[F:34])[CH:27]=[CH:26][N:25]=1)[CH3:12])[O:2][CH:3]([CH2:7][O:8][CH3:9])[CH2:4][O:5][CH3:6].ClC1C=C(C=CC=1)C(OO)=[O:43]. The catalyst class is: 11. Product: [C:1](=[O:37])([O:10][CH:11]([N:13]1[C:17]2[CH:18]=[CH:19][CH:20]=[CH:21][C:16]=2[N:15]=[C:14]1[S:22]([CH2:23][C:24]1[C:29]([CH3:30])=[C:28]([O:31][CH2:32][C:33]([F:36])([F:34])[F:35])[CH:27]=[CH:26][N:25]=1)=[O:43])[CH3:12])[O:2][CH:3]([CH2:4][O:5][CH3:6])[CH2:7][O:8][CH3:9]. (2) Reactant: [C:1]1([C:18]2[CH:23]=[CH:22][CH:21]=[CH:20][CH:19]=2)[CH:6]=[CH:5][C:4]([C@@:7]2([O:16][CH3:17])[CH2:11][NH:10][C@H:9]([C:12]([O:14][CH3:15])=[O:13])[CH2:8]2)=[CH:3][CH:2]=1.[C:24]([O:28][C:29]([NH:31][C@@H:32]([CH2:36][CH2:37][CH2:38][CH2:39][CH2:40][CH:41]=[CH2:42])[C:33](O)=[O:34])=[O:30])([CH3:27])([CH3:26])[CH3:25].CN(C(ON1N=NC2C=CC=NC1=2)=[N+](C)C)C.F[P-](F)(F)(F)(F)F.C(N(CC)C(C)C)(C)C. Product: [C:1]1([C:18]2[CH:23]=[CH:22][CH:21]=[CH:20][CH:19]=2)[CH:2]=[CH:3][C:4]([C:7]2([O:16][CH3:17])[CH2:11][N:10]([C:33](=[O:34])[C@@H:32]([NH:31][C:29]([O:28][C:24]([CH3:27])([CH3:26])[CH3:25])=[O:30])[CH2:36][CH2:37][CH2:38][CH2:39][CH2:40][CH:41]=[CH2:42])[CH:9]([C:12]([O:14][CH3:15])=[O:13])[CH2:8]2)=[CH:5][CH:6]=1. The catalyst class is: 2.